From a dataset of Forward reaction prediction with 1.9M reactions from USPTO patents (1976-2016). Predict the product of the given reaction. (1) Given the reactants [C:9](O[C:9]([O:11][C:12]([CH3:15])([CH3:14])[CH3:13])=[O:10])([O:11][C:12]([CH3:15])([CH3:14])[CH3:13])=[O:10].[NH2:16][CH:17]([C:22]1[CH:27]=[CH:26][C:25]([Cl:28])=[CH:24][CH:23]=1)[CH2:18][CH2:19][CH2:20][OH:21], predict the reaction product. The product is: [Cl:28][C:25]1[CH:24]=[CH:23][C:22]([CH:17]([NH:16][C:9](=[O:10])[O:11][C:12]([CH3:13])([CH3:14])[CH3:15])[CH2:18][CH2:19][CH2:20][OH:21])=[CH:27][CH:26]=1. (2) Given the reactants [CH3:1][O:2][C:3](=[O:15])[CH2:4][O:5][C:6]1[CH:11]=[C:10]([CH3:12])[C:9]([SH:13])=[C:8]([CH3:14])[CH:7]=1.Cl[CH2:17][C:18]1[S:22][C:21]([C:23]2[CH:28]=[CH:27][C:26]([C:29]([F:32])([F:31])[F:30])=[CH:25][CH:24]=2)=[N:20][C:19]=1[CH3:33], predict the reaction product. The product is: [CH3:1][O:2][C:3](=[O:15])[CH2:4][O:5][C:6]1[CH:7]=[C:8]([CH3:14])[C:9]([S:13][CH2:17][C:18]2[S:22][C:21]([C:23]3[CH:24]=[CH:25][C:26]([C:29]([F:32])([F:30])[F:31])=[CH:27][CH:28]=3)=[N:20][C:19]=2[CH3:33])=[C:10]([CH3:12])[CH:11]=1. (3) Given the reactants [N:1]([C@@H:4]1[CH2:8][CH2:7][N:6]([C:9]([O:11][C:12]([CH3:15])([CH3:14])[CH3:13])=[O:10])[C@@H:5]1[C:16]([O:18]C(C)(C)C)=[O:17])=[N+:2]=[N-:3].C(O)(C(F)(F)F)=O.[OH-].[Na+].C(OC(OC(C)(C)C)=O)(OC(C)(C)C)=O.Cl, predict the reaction product. The product is: [N:1]([C@@H:4]1[CH2:8][CH2:7][N:6]([C:9]([O:11][C:12]([CH3:13])([CH3:14])[CH3:15])=[O:10])[C@@H:5]1[C:16]([OH:18])=[O:17])=[N+:2]=[N-:3]. (4) The product is: [C:47]([N:23]1[CH2:24][CH2:25][CH2:26][C@H:22]1[C:19]1[NH:18][C:17]2[CH:16]=[C:15]([NH:27][C:28]([C:30]3[CH:35]=[CH:34][CH:33]=[CH:32][C:31]=3[C:36]([F:39])([F:37])[F:38])=[O:29])[CH:14]=[C:13]([C:11]([NH:10][C:6]3[CH:7]=[CH:8][CH:9]=[C:4]([Cl:3])[C:5]=3[CH3:40])=[O:12])[C:21]=2[N:20]=1)(=[O:49])[CH3:48]. Given the reactants Cl.Cl.[Cl:3][C:4]1[C:5]([CH3:40])=[C:6]([NH:10][C:11]([C:13]2[C:21]3[N:20]=[C:19]([C@@H:22]4[CH2:26][CH2:25][CH2:24][NH:23]4)[NH:18][C:17]=3[CH:16]=[C:15]([NH:27][C:28]([C:30]3[CH:35]=[CH:34][CH:33]=[CH:32][C:31]=3[C:36]([F:39])([F:38])[F:37])=[O:29])[CH:14]=2)=[O:12])[CH:7]=[CH:8][CH:9]=1.N1C=CC=CC=1.[C:47](Cl)(=[O:49])[CH3:48], predict the reaction product. (5) Given the reactants C[Si](C)(C)[NH:3][Si](C)(C)C.C([Li])CCC.[CH:15](=O)[C:16]1[CH:21]=[CH:20][CH:19]=[CH:18][CH:17]=1.C[Si](C)(C)OC(O[Si](C)(C)C)(O[Si](C)(C)C)C.C=C.[CH3:42][Si:43](Cl)([CH3:45])[CH3:44].CO.[CH2:49]([CH2:52][O:53]C)[O:50]C, predict the reaction product. The product is: [CH3:42][Si:43]([CH3:45])([CH3:44])[O:50][C@H:49]1[C@@H:15]([C:16]2[CH:21]=[CH:20][CH:19]=[CH:18][CH:17]=2)[NH:3][C:52]1=[O:53].